Dataset: Reaction yield outcomes from USPTO patents with 853,638 reactions. Task: Predict the reaction yield, written as a fraction of the theoretical maximum amount of product (1.0 means a 100% yield; for example, 0.34 means a 34% yield). (1) The reactants are [H][H].[CH:3]1([NH2:8])[CH2:7][CH2:6][CH2:5][CH2:4]1.[C:9]([C:13]1[CH:48]=[CH:47][C:16]([CH2:17][O:18][C:19]2[N:27]=[C:26]3[C:22]([N:23]=[CH:24][N:25]3[C@@H:28]3[O:40][C@H:39]([CH2:41][O:42]C(=O)C)[C@@H:34]([O:35]C(=O)C)[C@H:29]3[O:30]C(=O)C)=[C:21](Cl)[N:20]=2)=[CH:15][CH:14]=1)([CH3:12])([CH3:11])[CH3:10]. No catalyst specified. The yield is 0.500. The product is [C:9]([C:13]1[CH:48]=[CH:47][C:16]([CH2:17][O:18][C:19]2[N:20]=[C:21]([NH:8][CH:3]3[CH2:7][CH2:6][CH2:5][CH2:4]3)[C:22]3[N:23]=[CH:24][N:25]([C:26]=3[N:27]=2)[C@@H:28]2[O:40][C@H:39]([CH2:41][OH:42])[C@@H:34]([OH:35])[C@H:29]2[OH:30])=[CH:15][CH:14]=1)([CH3:12])([CH3:10])[CH3:11]. (2) The reactants are [O:1]([C:8]1[C:9]([NH:24][C:25]2[S:26][CH:27]=[C:28]([CH:30]3[CH2:35][CH2:34][N:33](C(OC(C)(C)C)=O)[CH2:32][CH2:31]3)[N:29]=2)=[N:10][CH:11]=[C:12]([S:14][C:15]2[CH:20]=[CH:19][N:18]=[C:17]3[CH:21]=[CH:22][S:23][C:16]=23)[CH:13]=1)[C:2]1[CH:7]=[CH:6][CH:5]=[CH:4][CH:3]=1.CO.Cl. The catalyst is C(Cl)Cl.O1CCOCC1. The product is [O:1]([C:8]1[C:9]([NH:24][C:25]2[S:26][CH:27]=[C:28]([CH:30]3[CH2:35][CH2:34][NH:33][CH2:32][CH2:31]3)[N:29]=2)=[N:10][CH:11]=[C:12]([S:14][C:15]2[CH:20]=[CH:19][N:18]=[C:17]3[CH:21]=[CH:22][S:23][C:16]=23)[CH:13]=1)[C:2]1[CH:7]=[CH:6][CH:5]=[CH:4][CH:3]=1. The yield is 0.525. (3) The reactants are [C:1]([O:5][C:6]([N:8]1[CH2:11][CH:10]([CH2:12][NH:13][CH2:14]C)[CH2:9]1)=[O:7])([CH3:4])([CH3:3])[CH3:2].[O:16]1[CH2:20][CH2:19][C:18](=O)[CH2:17]1.C(N(C(C)C)CC)(C)C.C(O[BH-](OC(=O)C)OC(=O)C)(=O)C.[Na+]. The catalyst is C(Cl)Cl. The product is [C:1]([O:5][C:6]([N:8]1[CH2:11][CH:10]([CH2:12][N:13]([CH3:14])[CH:18]2[CH2:19][CH2:20][O:16][CH2:17]2)[CH2:9]1)=[O:7])([CH3:4])([CH3:3])[CH3:2]. The yield is 0.950. (4) The reactants are [F:1][C:2]1[C:7]([NH:8][C:9](=O)[C:10]2[CH:15]=[C:14]([C:16]3[CH:21]=[CH:20][CH:19]=[C:18]([F:22])[CH:17]=3)[CH:13]=[C:12]([CH3:23])[C:11]=2[CH3:24])=[C:6]([CH3:26])[C:5]([OH:27])=[CH:4][CH:3]=1. The catalyst is C1COCC1. The product is [F:1][C:2]1[CH:3]=[CH:4][C:5]([OH:27])=[C:6]([CH3:26])[C:7]=1[NH:8][CH2:9][C:10]1[CH:15]=[C:14]([C:16]2[CH:21]=[CH:20][CH:19]=[C:18]([F:22])[CH:17]=2)[CH:13]=[C:12]([CH3:23])[C:11]=1[CH3:24]. The yield is 0.850. (5) The reactants are [CH3:1][C:2]1[O:6][N:5]=[C:4]([C:7]2[CH:12]=[CH:11][CH:10]=[CH:9][CH:8]=2)[C:3]=1[CH2:13][O:14][C:15]1[CH:23]=[CH:22][C:18]([C:19]([OH:21])=O)=[CH:17][N:16]=1.[CH2:24]([NH2:26])[CH3:25]. No catalyst specified. The product is [CH2:24]([NH:26][C:19](=[O:21])[C:18]1[CH:22]=[CH:23][C:15]([O:14][CH2:13][C:3]2[C:4]([C:7]3[CH:8]=[CH:9][CH:10]=[CH:11][CH:12]=3)=[N:5][O:6][C:2]=2[CH3:1])=[N:16][CH:17]=1)[CH3:25]. The yield is 0.830. (6) The reactants are [O:1]1[CH:5]=[C:4]([C:6]([OH:8])=O)[N:3]=[CH:2]1.[NH2:9][C@@H:10]([CH3:26])[CH2:11][N:12]1[CH:16]=[CH:15][C:14]([C:17]2[CH:24]=[CH:23][C:20]([C:21]#[N:22])=[C:19]([Cl:25])[CH:18]=2)=[N:13]1. No catalyst specified. The product is [Cl:25][C:19]1[CH:18]=[C:17]([C:14]2[CH:15]=[CH:16][N:12]([CH2:11][C@@H:10]([NH:9][C:6]([C:4]3[N:3]=[CH:2][O:1][CH:5]=3)=[O:8])[CH3:26])[N:13]=2)[CH:24]=[CH:23][C:20]=1[C:21]#[N:22]. The yield is 0.329. (7) The catalyst is C(Cl)Cl. The reactants are CC(OC([NH:8][C@@H:9]([CH2:14][CH2:15][C:16](=O)[C:17]1[CH:22]=[CH:21][C:20]([O:23][CH2:24][C:25]2[CH:30]=[CH:29][CH:28]=[CH:27][CH:26]=2)=[CH:19][CH:18]=1)[C:10]([O:12][CH3:13])=[O:11])=O)(C)C.FC(F)(F)C(O)=O. The product is [C:25]1([CH2:24][O:23][C:20]2[CH:21]=[CH:22][C:17]([C:16]3[CH2:15][CH2:14][C@@H:9]([C:10]([O:12][CH3:13])=[O:11])[N:8]=3)=[CH:18][CH:19]=2)[CH:30]=[CH:29][CH:28]=[CH:27][CH:26]=1. The yield is 0.910. (8) The reactants are [H-].[H-].[H-].[H-].[Li+].[Al+3].[Br:7][C:8]1[CH:17]=[CH:16][C:11]([C:12](OC)=[O:13])=[CH:10][C:9]=1[O:18][CH:19]1[CH2:24][CH2:23][CH2:22][CH2:21][O:20]1. The catalyst is CCOCC. The product is [Br:7][C:8]1[CH:17]=[CH:16][C:11]([CH2:12][OH:13])=[CH:10][C:9]=1[O:18][CH:19]1[CH2:24][CH2:23][CH2:22][CH2:21][O:20]1. The yield is 0.880. (9) The reactants are [NH2:1][C:2]1[CH:7]=[C:6]([Cl:8])[C:5]([CH3:9])=[CH:4][C:3]=1[NH:10][CH:11]1[CH2:16][CH2:15][N:14]([C@H:17]2[CH2:22][CH2:21][C@H:20]([O:23][CH3:24])[CH2:19][CH2:18]2)[CH2:13][CH2:12]1.C(N(C(C)C)CC)(C)C.Cl[C:35](Cl)([O:37]C(=O)OC(Cl)(Cl)Cl)Cl.C([O-])(O)=O.[Na+].N1C(=O)N=C2C=CC=CC=12. The catalyst is ClCCl.O. The product is [ClH:8].[Cl:8][C:6]1[C:5]([CH3:9])=[CH:4][C:3]2[N:10]([CH:11]3[CH2:12][CH2:13][N:14]([C@H:17]4[CH2:22][CH2:21][C@H:20]([O:23][CH3:24])[CH2:19][CH2:18]4)[CH2:15][CH2:16]3)[C:35](=[O:37])[NH:1][C:2]=2[CH:7]=1. The yield is 0.590.